Task: Predict the reaction yield, written as a fraction of the theoretical maximum amount of product (1.0 means a 100% yield; for example, 0.34 means a 34% yield).. Dataset: Reaction yield outcomes from USPTO patents with 853,638 reactions (1) The reactants are [F:1][C:2]([F:24])([F:23])[CH:3]([C:14]1[CH:19]=[C:18]([Cl:20])[C:17]([Cl:21])=[C:16]([Cl:22])[CH:15]=1)/[CH:4]=[CH:5]/[C:6]1[CH:11]=[CH:10][C:9]([O:12][NH2:13])=[CH:8][CH:7]=1.CCN=C=NCCCN(C)C.Cl.C1C=CC2N(O)N=NC=2C=1.CCN(C(C)C)C(C)C.[CH:56]1([C:59](O)=[O:60])[CH2:58][CH2:57]1. The catalyst is C(Cl)Cl.O. The product is [F:24][C:2]([F:1])([F:23])[CH:3]([C:14]1[CH:15]=[C:16]([Cl:22])[C:17]([Cl:21])=[C:18]([Cl:20])[CH:19]=1)/[CH:4]=[CH:5]/[C:6]1[CH:11]=[CH:10][C:9]([O:12][NH:13][C:59]([CH:56]2[CH2:58][CH2:57]2)=[O:60])=[CH:8][CH:7]=1. The yield is 0.340. (2) The reactants are [Cl:1][C:2]1[CH:10]=[CH:9][C:8](SC)=[CH:7][C:3]=1[C:4]([OH:6])=[O:5].[C:13]([O-])(O)=O.[Na+].O[O:19][S:20]([O-:22])=O.[K+].OS([O-])=O.[Na+].Cl. The catalyst is [OH-].[Na+].C(N(CC(O)=O)CC(O)=O)CN(CC(O)=O)CC(O)=O.O.CC(C)=O. The product is [Cl:1][C:2]1[CH:10]=[CH:9][C:8]([S:20]([CH3:13])(=[O:22])=[O:19])=[CH:7][C:3]=1[C:4]([OH:6])=[O:5]. The yield is 0.820. (3) The reactants are [CH3:1][O:2][C:3]1[N:8]=[C:7]([C:9]#[N:10])[C:6]([N+:11]([O-])=O)=[CH:5][CH:4]=1.Cl[Sn]Cl.[OH-].[Na+]. The catalyst is COCCOCCOC.Cl. The product is [NH2:11][C:6]1[C:7]([C:9]#[N:10])=[N:8][C:3]([O:2][CH3:1])=[CH:4][CH:5]=1. The yield is 0.580. (4) The reactants are [CH3:1][C:2]([CH3:7])([CH3:6])[CH2:3][CH:4]=O.[NH2:8][CH2:9][CH:10]1[CH2:13][N:12]([C:14]([O:16][C:17]([CH3:20])([CH3:19])[CH3:18])=[O:15])[CH2:11]1.[S-:21][C:22]#[N:23].[K+].II.S(S([O-])=O)([O-])(=O)=O.[Na+].[Na+]. The catalyst is C(#N)C. The product is [C:2]([C:3]1[S:21][C:22](=[NH:23])[N:8]([CH2:9][CH:10]2[CH2:13][N:12]([C:14]([O:16][C:17]([CH3:20])([CH3:19])[CH3:18])=[O:15])[CH2:11]2)[CH:4]=1)([CH3:7])([CH3:6])[CH3:1]. The yield is 0.720. (5) The yield is 1.00. The product is [Si:1]([O:18][CH2:19][C:20]([Cl:25])=[O:22])([C:14]([CH3:17])([CH3:16])[CH3:15])([C:8]1[CH:13]=[CH:12][CH:11]=[CH:10][CH:9]=1)[C:2]1[CH:7]=[CH:6][CH:5]=[CH:4][CH:3]=1. The reactants are [Si:1]([O:18][CH2:19][C:20]([OH:22])=O)([C:14]([CH3:17])([CH3:16])[CH3:15])([C:8]1[CH:13]=[CH:12][CH:11]=[CH:10][CH:9]=1)[C:2]1[CH:7]=[CH:6][CH:5]=[CH:4][CH:3]=1.S(Cl)([Cl:25])=O. The catalyst is C(Cl)Cl. (6) The reactants are [Cl:1][C:2]1[CH:3]=[CH:4][C:5]([O:15][CH3:16])=[C:6]([C:8]2[N:12]([CH3:13])[N:11]=[CH:10][C:9]=2[NH2:14])[CH:7]=1.[N:17]1[N:21]2[CH:22]=[CH:23][CH:24]=[N:25][C:20]2=[C:19]([C:26](O)=[O:27])[CH:18]=1.F[P-](F)(F)(F)(F)F.N1(O[P+](N2CCCC2)(N2CCCC2)N2CCCC2)C2N=CC=CC=2N=N1.C(N(CC)C(C)C)(C)C. The catalyst is CN(C)C1C=CN=CC=1.CN(C)C=O. The product is [Cl:1][C:2]1[CH:3]=[CH:4][C:5]([O:15][CH3:16])=[C:6]([C:8]2[N:12]([CH3:13])[N:11]=[CH:10][C:9]=2[NH:14][C:26]([C:19]2[CH:18]=[N:17][N:21]3[CH:22]=[CH:23][CH:24]=[N:25][C:20]=23)=[O:27])[CH:7]=1. The yield is 0.510.